From a dataset of Reaction yield outcomes from USPTO patents with 853,638 reactions. Predict the reaction yield, written as a fraction of the theoretical maximum amount of product (1.0 means a 100% yield; for example, 0.34 means a 34% yield). (1) The reactants are [Cl:1][C:2]1[CH:3]=[C:4]([CH2:8][C:9]([OH:11])=[O:10])[CH:5]=[CH:6][CH:7]=1.[CH3:12]O.OS(O)(=O)=O. The catalyst is ClC(Cl)C. The product is [Cl:1][C:2]1[CH:3]=[C:4]([CH2:8][C:9]([O:11][CH3:12])=[O:10])[CH:5]=[CH:6][CH:7]=1. The yield is 1.00. (2) The product is [CH3:35][N:34]1[C:31]2[CH:32]=[CH:33][C:28]([O:27][C:25]3[CH:24]=[CH:23][N:22]=[C:21]([C:19]4[NH:20][C:16]([C:15]([F:37])([F:14])[F:38])=[CH:17][N:18]=4)[CH:26]=3)=[CH:29][C:30]=2[N:36]=[C:10]1[NH:9][C:6]1[CH:7]=[CH:8][C:3]([C:2]([F:13])([F:12])[F:1])=[CH:4][CH:5]=1. The yield is 0.610. The catalyst is C(#N)C.O. The reactants are [F:1][C:2]([F:13])([F:12])[C:3]1[CH:8]=[CH:7][C:6]([N:9]=[C:10]=S)=[CH:5][CH:4]=1.[F:14][C:15]([F:38])([F:37])[C:16]1[NH:20][C:19]([C:21]2[CH:26]=[C:25]([O:27][C:28]3[CH:29]=[C:30]([NH2:36])[C:31]([NH:34][CH3:35])=[CH:32][CH:33]=3)[CH:24]=[CH:23][N:22]=2)=[N:18][CH:17]=1.C(N(CC)CC)C.[I-].ClC1C=CC=C[N+]=1C. (3) The reactants are [O:1]1[C:5]2[CH:6]=[CH:7][C:8]([C:10]3([C:13]([NH:15][C:16]4[CH:17]=[C:18]5[C:22](=[CH:23][CH:24]=4)[NH:21][C:20]([C:25]([CH3:28])([CH3:27])[CH3:26])=[CH:19]5)=[O:14])[CH2:12][CH2:11]3)=[CH:9][C:4]=2[O:3][CH2:2]1.[BH3-]C#N.[Na+]. The catalyst is C(O)(=O)C. The product is [O:1]1[C:5]2[CH:6]=[CH:7][C:8]([C:10]3([C:13]([NH:15][C:16]4[CH:17]=[C:18]5[C:22](=[CH:23][CH:24]=4)[NH:21][CH:20]([C:25]([CH3:28])([CH3:27])[CH3:26])[CH2:19]5)=[O:14])[CH2:12][CH2:11]3)=[CH:9][C:4]=2[O:3][CH2:2]1. The yield is 0.890. (4) The reactants are [CH:1]1([C:4]2[CH:9]=[CH:8][N:7]=[CH:6][C:5]=2[N:10]2[CH2:14][CH2:13][NH:12][C:11]2=[O:15])[CH2:3][CH2:2]1.Br[C:17]1[CH:26]=[CH:25][C:20]2[S:21][CH:22]=[C:23]([CH3:24])[C:19]=2[CH:18]=1.CN[C@@H]1CCCC[C@H]1NC.P([O-])([O-])([O-])=O.[K+].[K+].[K+]. The catalyst is [Cu](I)I.O1CCOCC1. The product is [CH:1]1([C:4]2[CH:9]=[CH:8][N:7]=[CH:6][C:5]=2[N:10]2[CH2:14][CH2:13][N:12]([C:17]3[CH:26]=[CH:25][C:20]4[S:21][CH:22]=[C:23]([CH3:24])[C:19]=4[CH:18]=3)[C:11]2=[O:15])[CH2:3][CH2:2]1. The yield is 0.580.